This data is from Forward reaction prediction with 1.9M reactions from USPTO patents (1976-2016). The task is: Predict the product of the given reaction. (1) The product is: [C:12]([O:11][C:9]([NH:8][C@H:5]1[CH2:6][CH2:7][C@@H:2]([Cl:35])[CH:3]=[CH:4]1)=[O:10])([CH3:15])([CH3:14])[CH3:13]. Given the reactants O[C@H:2]1[CH2:7][CH2:6][C@H:5]([NH:8][C:9]([O:11][C:12]([CH3:15])([CH3:14])[CH3:13])=[O:10])[CH:4]=[CH:3]1.C1(P(C2C=CC=CC=2)C2C=CC=CC=2)C=CC=CC=1.[Cl:35]C(Cl)(Cl)C(C(Cl)(Cl)Cl)=O, predict the reaction product. (2) Given the reactants [CH3:1][O:2][CH2:3][C@@H:4]1[CH2:8][NH:7][C@H:6]([C:9]2[NH:10][C:11]([C:14]3[CH:19]=[C:18]4[CH2:20][O:21][C:22]5[CH:53]=[C:52]6[C:25]([CH:26]=[CH:27][C:28]7[N:32]=[C:31]([C@@H:33]8[CH2:37][CH2:36][CH2:35][N:34]8[C:38](=[O:51])[C@H:39]([NH:46][C:47](=[O:50])[O:48][CH3:49])[C:40]8[CH:45]=[CH:44][CH:43]=[CH:42][CH:41]=8)[NH:30][C:29]=76)=[CH:24][C:23]=5[C:17]4=[CH:16][CH:15]=3)=[CH:12][N:13]=2)[CH2:5]1.[CH3:54][O:55][C:56]([NH:58][C@@H:59]([CH:63]([CH3:65])[CH3:64])[C:60](O)=[O:61])=[O:57].CN(C(ON1N=NC2C=CC=NC1=2)=[N+](C)C)C.F[P-](F)(F)(F)(F)F.CCN(C(C)C)C(C)C, predict the reaction product. The product is: [CH3:54][O:55][C:56](=[O:57])[NH:58][C@@H:59]([CH:63]([CH3:64])[CH3:65])[C:60]([N:7]1[CH2:8][C@@H:4]([CH2:3][O:2][CH3:1])[CH2:5][C@H:6]1[C:9]1[NH:10][C:11]([C:14]2[CH:19]=[C:18]3[CH2:20][O:21][C:22]4[CH:53]=[C:52]5[C:25]([CH:26]=[CH:27][C:28]6[N:32]=[C:31]([C@@H:33]7[CH2:37][CH2:36][CH2:35][N:34]7[C:38](=[O:51])[C@H:39]([NH:46][C:47]([O:48][CH3:49])=[O:50])[C:40]7[CH:41]=[CH:42][CH:43]=[CH:44][CH:45]=7)[NH:30][C:29]=65)=[CH:24][C:23]=4[C:17]3=[CH:16][CH:15]=2)=[CH:12][N:13]=1)=[O:61]. (3) Given the reactants [N+:1]([C:4]1[CH:5]=[CH:6][C:7]([C:10]#[N:11])=[N:8][CH:9]=1)([O-])=O.C(=O)(O)N, predict the reaction product. The product is: [NH2:1][C:4]1[CH:5]=[CH:6][C:7]([C:10]#[N:11])=[N:8][CH:9]=1. (4) Given the reactants Br[C:2]1[C:10]2[C:6](=[N:7][Se:8][N:9]=2)[C:5](Br)=[CH:4][CH:3]=1.[C:12]([Cu])#[N:13].[NH4+].[OH-].[CH3:17][N:18](C=O)C, predict the reaction product. The product is: [N:9]1[Se:8][N:7]=[C:6]2[C:5]([C:17]#[N:18])=[CH:4][CH:3]=[C:2]([C:12]#[N:13])[C:10]=12. (5) Given the reactants [NH:1]1[CH2:6][CH2:5][O:4][CH:3]([CH2:7][NH:8][C:9]([C:11]2[C:15]3[N:16]=[CH:17][N:18]=[C:19]([C:20]4[C:28]5[O:27][CH2:26][O:25][C:24]=5[CH:23]=[CH:22][C:21]=4[O:29][CH2:30][CH:31]4[CH2:33][CH2:32]4)[C:14]=3[NH:13][CH:12]=2)=[O:10])[CH2:2]1.Cl[C:35]([O:37][CH2:38][CH3:39])=[O:36], predict the reaction product. The product is: [CH2:38]([O:37][C:35]([N:1]1[CH2:6][CH2:5][O:4][CH:3]([CH2:7][NH:8][C:9]([C:11]2[C:15]3[N:16]=[CH:17][N:18]=[C:19]([C:20]4[C:28]5[O:27][CH2:26][O:25][C:24]=5[CH:23]=[CH:22][C:21]=4[O:29][CH2:30][CH:31]4[CH2:32][CH2:33]4)[C:14]=3[NH:13][CH:12]=2)=[O:10])[CH2:2]1)=[O:36])[CH3:39].